This data is from Aqueous solubility values for 9,982 compounds from the AqSolDB database. The task is: Regression/Classification. Given a drug SMILES string, predict its absorption, distribution, metabolism, or excretion properties. Task type varies by dataset: regression for continuous measurements (e.g., permeability, clearance, half-life) or binary classification for categorical outcomes (e.g., BBB penetration, CYP inhibition). For this dataset (solubility_aqsoldb), we predict Y. (1) The drug is C=C(OC(C)=O)c1ccccc1. The Y is -2.11 log mol/L. (2) The Y is -2.16 log mol/L. The molecule is CCCC(=O)N(C)c1ccc(S(=O)(=O)N(C)C)cc1. (3) The molecule is O=C([O-])CC(O)(CC(=O)O)C(=O)[O-].[Co+2]. The Y is -0.955 log mol/L. (4) The compound is COc1ccc(S(=O)(=O)c2csc(S(N)(=O)=O)c2)cc1. The Y is -4.22 log mol/L. (5) The drug is Nc1nc(=O)[nH]n1-c1ccccc1. The Y is -1.70 log mol/L.